From a dataset of Catalyst prediction with 721,799 reactions and 888 catalyst types from USPTO. Predict which catalyst facilitates the given reaction. (1) Reactant: [Cl:1][CH2:2][CH2:3][CH2:4][C:5]([C:7]1[CH:12]=[CH:11][C:10]([C:13]([CH3:18])([CH3:17])[C:14]([OH:16])=[O:15])=[CH:9][CH:8]=1)=[O:6].[C:19](=O)([O-])[O-].[K+].[K+].S(OC)(OC)(=O)=O. Product: [Cl:1][CH2:2][CH2:3][CH2:4][C:5]([C:7]1[CH:12]=[CH:11][C:10]([C:13]([CH3:18])([CH3:17])[C:14]([O:16][CH3:19])=[O:15])=[CH:9][CH:8]=1)=[O:6]. The catalyst class is: 10. (2) Reactant: [CH3:1][N:2]1[CH2:14][CH2:13][C:12]2[C:11]3[C:6](=[CH:7][CH:8]=[C:9]([CH3:15])[CH:10]=3)[NH:5][C:4]=2[CH2:3]1.[H-].[Na+].[CH3:18][C:19]1([C:22]2[CH:27]=[CH:26][CH:25]=[CH:24][N:23]=2)[CH2:21][O:20]1. Product: [CH3:1][N:2]1[CH2:14][CH2:13][C:12]2[C:11]3[C:6](=[CH:7][CH:8]=[C:9]([CH3:15])[CH:10]=3)[N:5]([CH2:18][C:19]([C:22]3[CH:27]=[CH:26][CH:25]=[CH:24][N:23]=3)([OH:20])[CH3:21])[C:4]=2[CH2:3]1. The catalyst class is: 3. (3) Reactant: [CH3:1][C:2]([NH:9]C(=O)OC(C)(C)C)([CH3:8])[CH2:3][S:4]([CH3:7])(=[O:6])=[O:5].[ClH:17]. Product: [ClH:17].[CH3:1][C:2]([NH2:9])([CH3:8])[CH2:3][S:4]([CH3:7])(=[O:6])=[O:5]. The catalyst class is: 7. (4) Reactant: C[Al](C)C.[CH:5]([NH:8][C:9]1[CH:14]=[CH:13][CH:12]=[CH:11][CH:10]=1)([CH3:7])[CH3:6].[CH2:15]([N:22]1[CH2:26][C@@H:25]2[C@@H:27]([NH:30][C:31](=O)[O:32]C(C)(C)C)[CH2:28][CH2:29][C@@H:24]2[CH2:23]1)[C:16]1[CH:21]=[CH:20][CH:19]=[CH:18][CH:17]=1. Product: [CH2:15]([N:22]1[CH2:26][C@@H:25]2[C@@H:27]([NH:30][C:31](=[O:32])[N:8]([CH:5]([CH3:7])[CH3:6])[C:9]3[CH:14]=[CH:13][CH:12]=[CH:11][CH:10]=3)[CH2:28][CH2:29][C@@H:24]2[CH2:23]1)[C:16]1[CH:17]=[CH:18][CH:19]=[CH:20][CH:21]=1. The catalyst class is: 11. (5) Reactant: Br[C:2]1[CH:3]=[C:4]([C:9]2[N:10]=[C:11]([C:15]3[CH:20]=[CH:19][C:18]([F:21])=[CH:17][C:16]=3[F:22])[N:12]=[N:13][CH:14]=2)[CH:5]=[CH:6][C:7]=1[F:8].[CH3:23][N:24](C)C=O. Product: [F:22][C:16]1[CH:17]=[C:18]([F:21])[CH:19]=[CH:20][C:15]=1[C:11]1[N:12]=[N:13][CH:14]=[C:9]([C:4]2[CH:5]=[CH:6][C:7]([F:8])=[C:2]([CH:3]=2)[C:23]#[N:24])[N:10]=1. The catalyst class is: 267. (6) Reactant: [CH2:1]([O:8][C:9]1[CH:10]=[CH:11][C:12]([OH:18])=[C:13]([C:15](=O)[CH3:16])[CH:14]=1)[C:2]1[CH:7]=[CH:6][CH:5]=[CH:4][CH:3]=1.C(=O)([O-])[O-].[K+].[K+].Br[CH2:26][C:27]([O:29][CH2:30][CH3:31])=[O:28].O. Product: [CH2:1]([O:8][C:9]1[CH:10]=[CH:11][C:12]2[O:18][C:26]([C:27]([O:29][CH2:30][CH3:31])=[O:28])=[C:15]([CH3:16])[C:13]=2[CH:14]=1)[C:2]1[CH:7]=[CH:6][CH:5]=[CH:4][CH:3]=1. The catalyst class is: 9.